This data is from Full USPTO retrosynthesis dataset with 1.9M reactions from patents (1976-2016). The task is: Predict the reactants needed to synthesize the given product. (1) Given the product [NH2:11][C:8]1[CH:7]=[C:6]2[C:5]([CH2:4][C:3](=[O:2])[NH:12]2)=[CH:10][CH:9]=1, predict the reactants needed to synthesize it. The reactants are: C[O:2][C:3](=O)[CH2:4][C:5]1[CH:10]=[CH:9][C:8]([NH2:11])=[CH:7][C:6]=1[NH2:12].C[Al](C)C.[OH-].[Na+]. (2) The reactants are: C=C.[CH2:3]=[CH:4]C.[CH:6]([CH:8]1[CH2:13][CH:12]2[CH2:14][CH:9]1[CH:10]=[CH:11]2)=[CH2:7].[H][H].[Al](Cl)(CC)CC. Given the product [CH2:3]=[CH2:4].[CH2:7]=[CH:6][CH3:8].[CH:6]([CH:8]1[CH2:13][CH:12]2[CH2:14][CH:9]1[CH:10]=[CH:11]2)=[CH2:7], predict the reactants needed to synthesize it. (3) Given the product [C:40]([NH:43][C:28]([C:27]1[CH:26]=[C:25]([C:23]2[CH:24]=[C:19]3[C:18]([C:35]([NH:36][CH3:37])=[O:38])=[C:17]([C:14]4[CH:15]=[CH:16][C:11]([F:10])=[CH:12][CH:13]=4)[O:34][C:20]3=[N:21][CH:22]=2)[CH:33]=[CH:32][CH:31]=1)=[O:30])([CH3:42])([CH3:41])[CH3:39], predict the reactants needed to synthesize it. The reactants are: CCN(C(C)C)C(C)C.[F:10][C:11]1[CH:16]=[CH:15][C:14]([C:17]2[O:34][C:20]3=[N:21][CH:22]=[C:23]([C:25]4[CH:26]=[C:27]([CH:31]=[CH:32][CH:33]=4)[C:28]([OH:30])=O)[CH:24]=[C:19]3[C:18]=2[C:35](=[O:38])[NH:36][CH3:37])=[CH:13][CH:12]=1.[CH3:39][C:40]([NH2:43])([CH3:42])[CH3:41].CN(C(ON1N=NC2C=CC=NC1=2)=[N+](C)C)C.F[P-](F)(F)(F)(F)F. (4) Given the product [CH2:23]([O:17][C:16]([CH:12]1[CH2:13][C:14](=[O:15])[N:10]([C:7]2[CH:6]=[CH:5][C:4]([CH:1]([CH3:3])[CH3:2])=[CH:9][CH:8]=2)[CH2:11]1)=[O:18])[CH3:24], predict the reactants needed to synthesize it. The reactants are: [CH:1]([C:4]1[CH:9]=[CH:8][C:7]([N:10]2[C:14](=[O:15])[CH2:13][CH:12]([C:16]([OH:18])=[O:17])[CH2:11]2)=[CH:6][CH:5]=1)([CH3:3])[CH3:2].S(Cl)(Cl)=O.[CH2:23](O)[CH3:24]. (5) Given the product [ClH:1].[NH2:33][C:2]1[C:11]2[C:6](=[C:7]([NH:12][CH:13]3[CH2:18][CH2:17][NH:16][CH2:15][CH2:14]3)[CH:8]=[CH:9][CH:10]=2)[CH:5]=[CH:4][N:3]=1, predict the reactants needed to synthesize it. The reactants are: [Cl:1][C:2]1[C:11]2[C:6](=[C:7]([NH:12][CH:13]3[CH2:18][CH2:17][N:16](C(OC(C)(C)C)=O)[CH2:15][CH2:14]3)[CH:8]=[CH:9][CH:10]=2)[CH:5]=[CH:4][N:3]=1.COC1C=CC(C[NH2:33])=CC=1.C(P(C(C)(C)C)C1C=CC=CC=1C1C=CC=CC=1)(C)(C)C.CC(C)([O-])C.[Na+]. (6) Given the product [CH3:1][O:2][CH2:3][CH2:4][N:5]1[CH2:10][CH2:9][N:8]([CH2:11][C:12]2[CH:13]=[C:14]3[N:20]=[C:19]([C:21]4[CH:27]=[CH:26][CH:25]=[CH:24][C:22]=4[NH:23][C:39]([C:36]4[S:37][CH:38]=[C:34]([C:28]5[CH:29]=[CH:30][CH:31]=[CH:32][CH:33]=5)[N:35]=4)=[O:40])[S:18][C:15]3=[N:16][CH:17]=2)[CH2:7][CH2:6]1, predict the reactants needed to synthesize it. The reactants are: [CH3:1][O:2][CH2:3][CH2:4][N:5]1[CH2:10][CH2:9][N:8]([CH2:11][C:12]2[CH:13]=[C:14]3[N:20]=[C:19]([C:21]4[CH:27]=[CH:26][CH:25]=[CH:24][C:22]=4[NH2:23])[S:18][C:15]3=[N:16][CH:17]=2)[CH2:7][CH2:6]1.[C:28]1([C:34]2[N:35]=[C:36]([C:39](O)=[O:40])[S:37][CH:38]=2)[CH:33]=[CH:32][CH:31]=[CH:30][CH:29]=1. (7) Given the product [ClH:2].[CH3:3][N:4]([CH2:5][CH2:6][CH2:7][CH2:8][CH2:9][CH2:10][CH2:11][CH2:12]/[CH:13]=[CH:14]\[CH2:15][CH2:16][CH2:17][CH2:18][CH2:19][CH2:20][CH2:21][CH3:22])[CH2:23][CH2:24][CH2:25][CH2:26][CH2:27][CH2:28][CH2:29][CH2:30]/[CH:31]=[CH:32]\[CH2:33][CH2:34][CH2:35][CH2:36][CH2:37][CH2:38][CH2:39][CH3:40], predict the reactants needed to synthesize it. The reactants are: O.[ClH:2].[CH3:3][N:4]([CH2:23][CH2:24][CH2:25][CH2:26][CH2:27][CH2:28][CH2:29][CH2:30]/[CH:31]=[CH:32]\[CH2:33][CH2:34][CH2:35][CH2:36][CH2:37][CH2:38][CH2:39][CH3:40])[CH2:5][CH2:6][CH2:7][CH2:8][CH2:9][CH2:10][CH2:11][CH2:12]/[CH:13]=[CH:14]\[CH2:15][CH2:16][CH2:17][CH2:18][CH2:19][CH2:20][CH2:21][CH3:22]. (8) Given the product [CH3:12][S:13]([C:16]1[CH:21]=[CH:20][CH:19]=[CH:18][C:17]=1[C:2]1[C:3]2[N:4]([N:8]=[C:9]([NH2:11])[N:10]=2)[CH:5]=[CH:6][CH:7]=1)(=[O:15])=[O:14], predict the reactants needed to synthesize it. The reactants are: Br[C:2]1[C:3]2[N:4]([N:8]=[C:9]([NH2:11])[N:10]=2)[CH:5]=[CH:6][CH:7]=1.[CH3:12][S:13]([C:16]1[CH:21]=[CH:20][CH:19]=[CH:18][C:17]=1B(O)O)(=[O:15])=[O:14]. (9) The reactants are: [CH2:1]([C@H:3]1[O:5][CH2:4]1)[Cl:2].[C:6]1(=[O:16])[NH:10][C:9](=[O:11])[C:8]2=[CH:12][CH:13]=[CH:14][CH:15]=[C:7]12.[K].C(Cl)Cl.O. Given the product [C:6]1(=[O:16])[N:10]([CH2:4][C@H:3]([OH:5])[CH2:1][Cl:2])[C:9](=[O:11])[C:8]2=[CH:12][CH:13]=[CH:14][CH:15]=[C:7]12, predict the reactants needed to synthesize it. (10) Given the product [OH:13][CH2:12][CH:9]1[CH2:8][CH2:7][C:6]2[C:11](=[C:2]([OH:1])[CH:3]=[CH:4][CH:5]=2)[NH:10]1, predict the reactants needed to synthesize it. The reactants are: [OH:1][C:2]1[CH:3]=[CH:4][CH:5]=[C:6]2[C:11]=1[N:10]=[C:9]([CH:12]=[O:13])[CH:8]=[CH:7]2.[H][H].